This data is from Forward reaction prediction with 1.9M reactions from USPTO patents (1976-2016). The task is: Predict the product of the given reaction. Given the reactants [Br:1]Br.C([NH:7][S:8]([C:11]1[CH:16]=[CH:15][C:14]([C:17]2[C:21]([CH3:22])=[CH:20][S:19][C:18]=2[C:23]([O:25][CH3:26])=[O:24])=[CH:13][C:12]=1[CH3:27])(=[O:10])=[O:9])(C)(C)C, predict the reaction product. The product is: [Br:1][C:20]1[S:19][C:18]([C:23]([O:25][CH3:26])=[O:24])=[C:17]([C:14]2[CH:15]=[CH:16][C:11]([S:8](=[O:10])(=[O:9])[NH2:7])=[C:12]([CH3:27])[CH:13]=2)[C:21]=1[CH3:22].